From a dataset of Human liver microsome stability data. Regression/Classification. Given a drug SMILES string, predict its absorption, distribution, metabolism, or excretion properties. Task type varies by dataset: regression for continuous measurements (e.g., permeability, clearance, half-life) or binary classification for categorical outcomes (e.g., BBB penetration, CYP inhibition). Dataset: hlm. (1) The compound is C[C@H](NC(=O)c1c(-c2ccsc2)nnn1Cc1ccc(C(F)(F)F)cc1)c1ccc(C(=O)O)cc1. The result is 0 (unstable in human liver microsomes). (2) The compound is CC(C)CCn1nc(-c2cccs2)c(O)c(C2=NS(=O)(=O)c3cc(C4=CCCC4=O)ccc3N2)c1=O. The result is 1 (stable in human liver microsomes).